Task: Predict which catalyst facilitates the given reaction.. Dataset: Catalyst prediction with 721,799 reactions and 888 catalyst types from USPTO (1) Reactant: [CH:1]([NH2:4])([CH3:3])[CH3:2].[Cl:5][C:6]1[N:7]=[C:8]([C:13]([NH:15][CH:16]2[CH2:21][CH2:20][N:19]([C:22]([O:24][C:25]([CH3:28])([CH3:27])[CH3:26])=[O:23])[CH2:18][C:17]2=O)=[O:14])[NH:9][C:10]=1[CH2:11][CH3:12].C([BH3-])#N.[Na+].C(O)(=O)C. Product: [Cl:5][C:6]1[N:7]=[C:8]([C:13]([NH:15][C@@H:16]2[CH2:21][CH2:20][N:19]([C:22]([O:24][C:25]([CH3:28])([CH3:27])[CH3:26])=[O:23])[CH2:18][C@H:17]2[NH:4][CH:1]([CH3:3])[CH3:2])=[O:14])[NH:9][C:10]=1[CH2:11][CH3:12]. The catalyst class is: 7. (2) Reactant: [C:1](OC(=O)C)(=[O:3])[CH3:2].Cl.[NH2:9][C:10]1[CH:15]=[CH:14][C:13]([C:16]2[N:20]([CH:21]([CH:31]3[CH2:36][CH2:35][CH2:34][CH2:33][CH2:32]3)[C:22]([NH:24][CH:25]3[CH2:30][CH2:29][CH2:28][CH2:27][CH2:26]3)=[O:23])[C:19]3[CH:37]=[CH:38][CH:39]=[CH:40][C:18]=3[N:17]=2)=[CH:12][CH:11]=1.N1C=CC=CC=1.Cl. Product: [C:1]([NH:9][C:10]1[CH:15]=[CH:14][C:13]([C:16]2[N:20]([CH:21]([CH:31]3[CH2:32][CH2:33][CH2:34][CH2:35][CH2:36]3)[C:22]([NH:24][CH:25]3[CH2:30][CH2:29][CH2:28][CH2:27][CH2:26]3)=[O:23])[C:19]3[CH:37]=[CH:38][CH:39]=[CH:40][C:18]=3[N:17]=2)=[CH:12][CH:11]=1)(=[O:3])[CH3:2]. The catalyst class is: 4. (3) Reactant: [Cl:1][C:2]1[CH:3]=[C:4]([C:12]2[O:16][N:15]=[C:14]([C:17]3[CH:18]=[CH:19][C:20]4[O:26][CH2:25][CH:24]([C:27]([OH:29])=[O:28])[N:23](C(OC(C)(C)C)=O)[CH2:22][C:21]=4[CH:37]=3)[N:13]=2)[CH:5]=[CH:6][C:7]=1[O:8][CH:9]([CH3:11])[CH3:10].Cl. Product: [ClH:1].[Cl:1][C:2]1[CH:3]=[C:4]([C:12]2[O:16][N:15]=[C:14]([C:17]3[CH:18]=[CH:19][C:20]4[O:26][CH2:25][CH:24]([C:27]([OH:29])=[O:28])[NH:23][CH2:22][C:21]=4[CH:37]=3)[N:13]=2)[CH:5]=[CH:6][C:7]=1[O:8][CH:9]([CH3:11])[CH3:10]. The catalyst class is: 12. (4) Reactant: [C:1]([C:3]1[CH:12]=[CH:11][C:10]2[C:5](=[C:6]3[CH:16]=[CH:15][CH:14]=[CH:13][C:7]3=[CH:8][CH:9]=2)[N:4]=1)#[N:2].[H][H]. Product: [N:4]1[C:5]2[C:10](=[CH:9][CH:8]=[C:7]3[CH:13]=[CH:14][CH:15]=[CH:16][C:6]3=2)[CH:11]=[CH:12][C:3]=1[CH2:1][NH2:2]. The catalyst class is: 331. (5) Reactant: [Na].[C:2](OCC)(=O)[C:3]1[CH:8]=[CH:7][N:6]=[CH:5][CH:4]=1.[F:13][C:14]1[CH:19]=[CH:18][C:17]([CH2:20][C:21]#[N:22])=[CH:16][CH:15]=1.Cl. Product: [C:21]([CH:20]([C:17]1[CH:18]=[CH:19][C:14]([F:13])=[CH:15][CH:16]=1)[CH2:2][C:3]1[CH:4]=[CH:5][N:6]=[CH:7][CH:8]=1)#[N:22]. The catalyst class is: 97. (6) Reactant: [Si:1]([O:8][CH:9]1[CH2:14][CH2:13][CH:12]([C:15]([O:17]CC)=O)[CH2:11][CH2:10]1)([C:4]([CH3:7])([CH3:6])[CH3:5])([CH3:3])[CH3:2].Cl.[CH3:21][NH:22][O:23][CH3:24].C([Mg]Cl)(C)C.[Cl-].[NH4+]. Product: [Si:1]([O:8][CH:9]1[CH2:10][CH2:11][CH:12]([C:15]([N:22]([O:23][CH3:24])[CH3:21])=[O:17])[CH2:13][CH2:14]1)([C:4]([CH3:5])([CH3:6])[CH3:7])([CH3:2])[CH3:3]. The catalyst class is: 56. (7) Reactant: [NH2:1][C:2]1[N:7]=[C:6]([N:8]2[CH2:13][CH2:12][CH2:11][C@H:10]([C:14](O)=[O:15])[CH2:9]2)[CH:5]=[C:4]([C:17]2[CH:22]=[CH:21][C:20]([C:23]#[N:24])=[C:19]([F:25])[CH:18]=2)[N:3]=1.C(Cl)CCl.C1C=CC2N(O)N=NC=2C=1.[F:40][C:41]1[CH:47]=[CH:46][C:44]([NH2:45])=[CH:43][CH:42]=1. Product: [NH2:1][C:2]1[N:7]=[C:6]([N:8]2[CH2:13][CH2:12][CH2:11][C@H:10]([C:14]([NH:45][C:44]3[CH:46]=[CH:47][C:41]([F:40])=[CH:42][CH:43]=3)=[O:15])[CH2:9]2)[CH:5]=[C:4]([C:17]2[CH:22]=[CH:21][C:20]([C:23]#[N:24])=[C:19]([F:25])[CH:18]=2)[N:3]=1. The catalyst class is: 173. (8) Product: [F:32][C:29]1[CH:30]=[CH:31][C:26]([O:25][CH2:24][C:22]2[CH:23]=[C:18]([C:14]3[CH:13]=[C:12]4[C:17](=[N:16][CH:15]=3)[NH:8][CH2:9][CH2:10][CH2:11]4)[CH:19]=[N:20][CH:21]=2)=[CH:27][CH:28]=1. Reactant: C(OC([N:8]1[C:17]2[C:12](=[CH:13][C:14]([C:18]3[CH:19]=[N:20][CH:21]=[C:22]([CH2:24][O:25][C:26]4[CH:31]=[CH:30][C:29]([F:32])=[CH:28][CH:27]=4)[CH:23]=3)=[CH:15][N:16]=2)[CH2:11][CH2:10][CH2:9]1)=O)(C)(C)C.FC(F)(F)C(O)=O. The catalyst class is: 2.